Dataset: Reaction yield outcomes from USPTO patents with 853,638 reactions. Task: Predict the reaction yield, written as a fraction of the theoretical maximum amount of product (1.0 means a 100% yield; for example, 0.34 means a 34% yield). (1) The reactants are Br[C:2]1[CH:3]=[C:4]([C:8]2[C:22]([C:23]3[CH:28]=[CH:27][N:26]=[C:25]([NH:29][CH:30]4[CH2:34][CH2:33][CH2:32][CH2:31]4)[N:24]=3)=[C:11]3[CH:12]=[CH:13][CH:14]=[C:15]([NH:16][CH:17]4[CH2:21][CH2:20][CH2:19][CH2:18]4)[N:10]3[N:9]=2)[CH:5]=[CH:6][CH:7]=1.C(OCC)(=O)C.[CH3:41][N:42](C)C=O. The catalyst is [C-]#N.[Zn+2].[C-]#N.C1(P(C2C=CC=CC=2)[C-]2C=CC=C2)C=CC=CC=1.[C-]1(P(C2C=CC=CC=2)C2C=CC=CC=2)C=CC=C1.[Fe+2]. The product is [CH:17]1([NH:16][C:15]2[N:10]3[N:9]=[C:8]([C:4]4[CH:3]=[C:2]([CH:7]=[CH:6][CH:5]=4)[C:41]#[N:42])[C:22]([C:23]4[CH:28]=[CH:27][N:26]=[C:25]([NH:29][CH:30]5[CH2:34][CH2:33][CH2:32][CH2:31]5)[N:24]=4)=[C:11]3[CH:12]=[CH:13][CH:14]=2)[CH2:21][CH2:20][CH2:19][CH2:18]1. The yield is 0.420. (2) The reactants are [OH:1][C:2]1[CH:7]=[C:6]([O:8][CH2:9][CH2:10][O:11][CH3:12])[CH:5]=[CH:4][C:3]=1/[CH:13]=[CH:14]/[C:15]([O:17][CH2:18][CH3:19])=[O:16].C(=O)([O-])[O-].[K+].[K+].Cl[C:27]1[CH:28]=[C:29]([C:36]([F:39])([F:38])[F:37])[CH:30]=[CH:31][C:32]=1[N+:33]([O-:35])=[O:34].Cl. The catalyst is CN(C)C=O. The product is [CH3:12][O:11][CH2:10][CH2:9][O:8][C:6]1[CH:5]=[CH:4][C:3](/[CH:13]=[CH:14]/[C:15]([O:17][CH2:18][CH3:19])=[O:16])=[C:2]([O:1][C:27]2[CH:28]=[C:29]([C:36]([F:39])([F:38])[F:37])[CH:30]=[CH:31][C:32]=2[N+:33]([O-:35])=[O:34])[CH:7]=1. The yield is 0.650. (3) The reactants are O[CH:2]([C:28]1[C:37]2[C:32](=[CH:33][C:34]([O:38][CH3:39])=[CH:35][CH:36]=2)[N:31]=[CH:30][CH:29]=1)[C:3]1[CH:8]=[CH:7][C:6]([NH:9][C:10]([C:12]2[C:13](=[O:27])[N:14]([C:21]3[CH:26]=[CH:25][CH:24]=[CH:23][CH:22]=3)[N:15]([CH2:18][CH2:19][CH3:20])[C:16]=2[CH3:17])=[O:11])=[CH:5][CH:4]=1. The catalyst is C(O)=O.C(OCC)(=O)C.[Zn]. The product is [CH3:39][O:38][C:34]1[CH:33]=[C:32]2[C:37]([C:28]([CH2:2][C:3]3[CH:4]=[CH:5][C:6]([NH:9][C:10]([C:12]4[C:13](=[O:27])[N:14]([C:21]5[CH:26]=[CH:25][CH:24]=[CH:23][CH:22]=5)[N:15]([CH2:18][CH2:19][CH3:20])[C:16]=4[CH3:17])=[O:11])=[CH:7][CH:8]=3)=[CH:29][CH:30]=[N:31]2)=[CH:36][CH:35]=1. The yield is 0.250. (4) The reactants are [OH:1][C:2]1[CH:14]=[CH:13][C:5]2[N:6]=[C:7]([C:9]([O:11]C)=[O:10])[O:8][C:4]=2[CH:3]=1.[OH-].[Na+].Cl. No catalyst specified. The product is [OH:1][C:2]1[CH:14]=[CH:13][C:5]2[N:6]=[C:7]([C:9]([OH:11])=[O:10])[O:8][C:4]=2[CH:3]=1. The yield is 0.880. (5) The reactants are [CH2:1]([N:3]([CH:11]1[CH2:16][CH2:15][CH:14]([O:17][C:18]2[C:29]3[C:28]4[C@@H:27]([CH2:30][CH2:31][OH:32])[CH2:26][CH2:25][C:24]=4[S:23][C:22]=3[N:21]=[CH:20][N:19]=2)[CH2:13][CH2:12]1)[C:4](=[O:10])[O:5][C:6]([CH3:9])([CH3:8])[CH3:7])[CH3:2].C1C=C[NH+]=CC=1.C1C=C[NH+]=CC=1.[O-:45][Cr](O[Cr]([O-])(=O)=O)(=O)=O. The catalyst is CN(C=O)C.O. The product is [C:6]([O:5][C:4]([N:3]([CH2:1][CH3:2])[CH:11]1[CH2:12][CH2:13][CH:14]([O:17][C:18]2[C:29]3[C:28]4[C@@H:27]([CH2:30][C:31]([OH:45])=[O:32])[CH2:26][CH2:25][C:24]=4[S:23][C:22]=3[N:21]=[CH:20][N:19]=2)[CH2:15][CH2:16]1)=[O:10])([CH3:8])([CH3:7])[CH3:9]. The yield is 0.670. (6) The reactants are [O:1]1[C:5]2([CH2:10][CH2:9][CH:8]([N:11]3[C:16](=[O:17])[C:15]([CH2:18][C:19]4[CH:24]=[CH:23][C:22]([C:25]5[C:26]([C:31]#[N:32])=[CH:27][CH:28]=[CH:29][CH:30]=5)=[CH:21][CH:20]=4)=[C:14]([CH2:33][CH2:34][CH3:35])[N:13]4[N:36]=[C:37]([CH3:39])[N:38]=[C:12]34)[CH2:7][CH2:6]2)[O:4][CH2:3][CH2:2]1.C([BH3-])#N.[Na+].B(F)(F)F.CCOCC.C(=O)([O-])O.[Na+]. The catalyst is O1CCCC1. The product is [OH:1][CH2:2][CH2:3][O:4][C@@H:5]1[CH2:10][CH2:9][C@H:8]([N:11]2[C:16](=[O:17])[C:15]([CH2:18][C:19]3[CH:24]=[CH:23][C:22]([C:25]4[C:26]([C:31]#[N:32])=[CH:27][CH:28]=[CH:29][CH:30]=4)=[CH:21][CH:20]=3)=[C:14]([CH2:33][CH2:34][CH3:35])[N:13]3[N:36]=[C:37]([CH3:39])[N:38]=[C:12]23)[CH2:7][CH2:6]1. The yield is 0.420. (7) The reactants are [CH:1]12[CH2:10][CH:5]3[CH2:6][CH:7]([CH2:9][CH:3]([CH2:4]3)[CH:2]1[NH:11][C:12]([C:14]1[N:19]=[C:18]([N:20]3[CH2:25][CH2:24][N:23]([CH2:26][CH2:27][C:28]([O:30]C)=[O:29])[CH2:22][CH2:21]3)[CH:17]=[CH:16][CH:15]=1)=[O:13])[CH2:8]2.Cl. The catalyst is CO. The product is [CH:1]12[CH2:10][CH:5]3[CH2:6][CH:7]([CH2:9][CH:3]([CH2:4]3)[CH:2]1[NH:11][C:12]([C:14]1[N:19]=[C:18]([N:20]3[CH2:25][CH2:24][N:23]([CH2:26][CH2:27][C:28]([OH:30])=[O:29])[CH2:22][CH2:21]3)[CH:17]=[CH:16][CH:15]=1)=[O:13])[CH2:8]2. The yield is 0.650.